Dataset: NCI-60 drug combinations with 297,098 pairs across 59 cell lines. Task: Regression. Given two drug SMILES strings and cell line genomic features, predict the synergy score measuring deviation from expected non-interaction effect. (1) Drug 1: CN1C2=C(C=C(C=C2)N(CCCl)CCCl)N=C1CCCC(=O)O.Cl. Drug 2: COC1=NC(=NC2=C1N=CN2C3C(C(C(O3)CO)O)O)N. Cell line: NCI-H322M. Synergy scores: CSS=-0.468, Synergy_ZIP=-1.76, Synergy_Bliss=-4.78, Synergy_Loewe=-7.66, Synergy_HSA=-5.82. (2) Drug 1: C1=NC2=C(N=C(N=C2N1C3C(C(C(O3)CO)O)F)Cl)N. Drug 2: N.N.Cl[Pt+2]Cl. Cell line: EKVX. Synergy scores: CSS=18.3, Synergy_ZIP=-3.29, Synergy_Bliss=4.38, Synergy_Loewe=1.33, Synergy_HSA=1.28.